Dataset: Reaction yield outcomes from USPTO patents with 853,638 reactions. Task: Predict the reaction yield, written as a fraction of the theoretical maximum amount of product (1.0 means a 100% yield; for example, 0.34 means a 34% yield). (1) The reactants are [NH2:1][C:2]1[C:22]([Cl:23])=[CH:21][C:5]([C:6]([NH:8][C@H:9]2[CH2:14][CH2:13][N:12]([CH2:15][CH2:16][C:17]#[N:18])[CH2:11][C@H:10]2[O:19][CH3:20])=[O:7])=[C:4](OC)[CH:3]=1.Cl.[NH2:27][OH:28].[C:29](=[O:32])(O)[O-].[Na+]. The catalyst is C(O)C. The product is [NH2:1][C:2]1[C:22]([Cl:23])=[CH:21][C:5]([C:6]([NH:8][C@H:9]2[CH2:14][CH2:13][N:12]([CH2:15][CH2:16][C:17]([NH2:18])=[N:27][OH:28])[CH2:11][C@H:10]2[O:19][CH3:20])=[O:7])=[C:4]([O:32][CH3:29])[CH:3]=1. The yield is 0.760. (2) The reactants are [N:1]1[CH:6]=[CH:5][CH:4]=[C:3]([C:7]2[CH:8]3[CH2:15][CH:12]([CH2:13][CH:14]=2)[CH2:11][N:10](C(OCC)=O)[CH2:9]3)[CH:2]=1.Cl.[OH-].[Na+]. No catalyst specified. The product is [N:1]1[CH:6]=[CH:5][CH:4]=[C:3]([C:7]2[CH:8]3[CH2:15][CH:12]([CH2:13][CH:14]=2)[CH2:11][NH:10][CH2:9]3)[CH:2]=1. The yield is 0.150.